From a dataset of Full USPTO retrosynthesis dataset with 1.9M reactions from patents (1976-2016). Predict the reactants needed to synthesize the given product. (1) Given the product [Cl:1][C:2]1[CH:7]=[C:6]([CH3:8])[N:5]=[C:4]([C:9]([N:18]2[C:19]3[C:15](=[CH:14][C:13]([F:12])=[CH:21][CH:20]=3)[CH2:16][CH2:17]2)=[O:11])[CH:3]=1, predict the reactants needed to synthesize it. The reactants are: [Cl:1][C:2]1[CH:7]=[C:6]([CH3:8])[N:5]=[C:4]([C:9]([OH:11])=O)[CH:3]=1.[F:12][C:13]1[CH:14]=[C:15]2[C:19](=[CH:20][CH:21]=1)[NH:18][CH2:17][CH2:16]2.CN(C(ON1N=NC2C=CC=CC1=2)=[N+](C)C)C.[B-](F)(F)(F)F. (2) Given the product [CH3:7][N:6]1[C:2]([N:14]2[CH2:15][CH2:16][C@H:12]([OH:11])[CH2:13]2)=[C:3]([N+:8]([O-:10])=[O:9])[CH:4]=[N:5]1, predict the reactants needed to synthesize it. The reactants are: Cl[C:2]1[N:6]([CH3:7])[N:5]=[CH:4][C:3]=1[N+:8]([O-:10])=[O:9].[OH:11][C@H:12]1[CH2:16][CH2:15][NH:14][CH2:13]1. (3) Given the product [CH:1]([C:4]1[CH:5]=[C:6]([CH:35]=[CH:36][CH:37]=1)[CH2:7][N:8]1[C@@H:16]2[C@H:11]([C@H:12]([CH2:19][C:20]3[CH:21]=[CH:22][C:23]([NH:38][C:39]4[CH:44]=[CH:43][N:42]=[CH:41][N:40]=4)=[CH:24][CH:25]=3)[CH2:13][S:14](=[O:18])(=[O:17])[CH2:15]2)[O:10][C:9]1=[O:34])([CH3:3])[CH3:2], predict the reactants needed to synthesize it. The reactants are: [CH:1]([C:4]1[CH:5]=[C:6]([CH:35]=[CH:36][CH:37]=1)[CH2:7][N:8]1[C@@H:16]2[C@H:11]([C@H:12]([CH2:19][C:20]3[CH:25]=[CH:24][C:23](OS(C(F)(F)F)(=O)=O)=[CH:22][CH:21]=3)[CH2:13][S:14](=[O:18])(=[O:17])[CH2:15]2)[O:10][C:9]1=[O:34])([CH3:3])[CH3:2].[NH2:38][C:39]1[CH:44]=[CH:43][N:42]=[CH:41][N:40]=1.C([O-])([O-])=O.[Cs+].[Cs+].CC1(C)C2C(=C(P(C3C=CC=CC=3)C3C=CC=CC=3)C=CC=2)OC2C(P(C3C=CC=CC=3)C3C=CC=CC=3)=CC=CC1=2. (4) Given the product [NH2:17][CH2:18][CH2:19][CH2:20][N:21]([CH:31]([C:35]1[N:44]([CH2:45][C:46]2[CH:47]=[CH:48][CH:49]=[CH:50][CH:51]=2)[C:43](=[O:52])[C:42]2[C:37](=[N:38][CH:39]=[CH:40][N:41]=2)[N:36]=1)[CH:32]([CH3:34])[CH3:33])[C:22](=[O:30])[C:23]1[CH:28]=[CH:27][C:26]([CH3:29])=[CH:25][CH:24]=1, predict the reactants needed to synthesize it. The reactants are: C1(C)C(C(N)=O)=CC=CC=1.C(OC(=O)[NH:17][CH2:18][CH2:19][CH2:20][N:21]([CH:31]([C:35]1[N:44]([CH2:45][C:46]2[CH:51]=[CH:50][CH:49]=[CH:48][CH:47]=2)[C:43](=[O:52])[C:42]2[C:37](=[N:38][CH:39]=[CH:40][N:41]=2)[N:36]=1)[CH:32]([CH3:34])[CH3:33])[C:22](=[O:30])[C:23]1[CH:28]=[CH:27][C:26]([CH3:29])=[CH:25][CH:24]=1)(C)(C)C. (5) Given the product [ClH:19].[CH3:14][N:15]1[CH2:16][CH2:17][N:2]=[C:1]1[C:3]1[CH:4]=[CH:5][C:6]([C:7]([OH:9])=[O:8])=[CH:12][CH:13]=1, predict the reactants needed to synthesize it. The reactants are: [C:1]([C:3]1[CH:13]=[CH:12][C:6]([C:7]([O:9]CC)=[O:8])=[CH:5][CH:4]=1)#[N:2].[CH3:14][NH:15][CH2:16][CH2:17]N.[Cl:19]CCl. (6) Given the product [Br:24][C:20]1[CH:19]=[C:18]([F:25])[C:17]([CH2:16][O:15][C:12]2[C:11]([C:26]([NH2:27])=[O:28])=[C:10]([NH:9][C:8]([NH:40][CH2:39][CH2:38][CH2:37][N:34]3[CH2:33][CH2:32][N:31]([CH3:30])[CH2:36][CH2:35]3)=[O:29])[S:14][N:13]=2)=[C:22]([F:23])[CH:21]=1, predict the reactants needed to synthesize it. The reactants are: C1(O[C:8](=[O:29])[NH:9][C:10]2[S:14][N:13]=[C:12]([O:15][CH2:16][C:17]3[C:22]([F:23])=[CH:21][C:20]([Br:24])=[CH:19][C:18]=3[F:25])[C:11]=2[C:26](=[O:28])[NH2:27])C=CC=CC=1.[CH3:30][N:31]1[CH2:36][CH2:35][N:34]([CH2:37][CH2:38][CH2:39][NH2:40])[CH2:33][CH2:32]1.